From a dataset of Reaction yield outcomes from USPTO patents with 853,638 reactions. Predict the reaction yield, written as a fraction of the theoretical maximum amount of product (1.0 means a 100% yield; for example, 0.34 means a 34% yield). The reactants are C([O:3][C:4](=[O:16])[CH2:5][O:6][C:7]1[CH:12]=[CH:11][C:10]([CH:13]([CH3:15])[CH3:14])=[CH:9][CH:8]=1)C.[OH-].[Na+]. The catalyst is CO. The product is [CH:13]([C:10]1[CH:11]=[CH:12][C:7]([O:6][CH2:5][C:4]([OH:16])=[O:3])=[CH:8][CH:9]=1)([CH3:15])[CH3:14]. The yield is 0.940.